From a dataset of Catalyst prediction with 721,799 reactions and 888 catalyst types from USPTO. Predict which catalyst facilitates the given reaction. Reactant: [H-].[Na+].[CH3:3][N:4]([CH2:6][CH2:7][OH:8])[CH3:5].Cl[C:10]1[CH:15]=[C:14]([N:16]2[C:20]3[N:21]=[C:22]([N:50]4[CH2:55][CH2:54][O:53][CH2:52][CH2:51]4)[N:23]=[C:24]([C:25]4[CH:26]=[N:27][C:28]([N:31]([CH2:41][C:42]5[CH:47]=[CH:46][C:45]([O:48][CH3:49])=[CH:44][CH:43]=5)[CH2:32][C:33]5[CH:38]=[CH:37][C:36]([O:39][CH3:40])=[CH:35][CH:34]=5)=[N:29][CH:30]=4)[C:19]=3[CH2:18][CH2:17]2)[CH:13]=[CH:12][N:11]=1. Product: [CH3:3][N:4]([CH3:5])[CH2:6][CH2:7][O:8][C:12]1[CH:13]=[C:14]([N:16]2[C:20]3[N:21]=[C:22]([N:50]4[CH2:51][CH2:52][O:53][CH2:54][CH2:55]4)[N:23]=[C:24]([C:25]4[CH:30]=[N:29][C:28]([N:31]([CH2:32][C:33]5[CH:38]=[CH:37][C:36]([O:39][CH3:40])=[CH:35][CH:34]=5)[CH2:41][C:42]5[CH:43]=[CH:44][C:45]([O:48][CH3:49])=[CH:46][CH:47]=5)=[N:27][CH:26]=4)[C:19]=3[CH2:18][CH2:17]2)[CH:15]=[CH:10][N:11]=1. The catalyst class is: 11.